From a dataset of Forward reaction prediction with 1.9M reactions from USPTO patents (1976-2016). Predict the product of the given reaction. (1) Given the reactants Br[C:2]1[S:3][C:4]([N+:7]([O-:9])=[O:8])=[CH:5][CH:6]=1.[C:10]([N:17]([C:37]([O:39][C:40]([CH3:43])([CH3:42])[CH3:41])=[O:38])[C:18]1[C:27]2[C:22](=[CH:23][CH:24]=[C:25](B3OC(C)(C)C(C)(C)O3)[CH:26]=2)[N:21]=[CH:20][N:19]=1)([O:12][C:13]([CH3:16])([CH3:15])[CH3:14])=[O:11].C([O-])([O-])=O.[K+].[K+], predict the reaction product. The product is: [N+:7]([C:4]1[S:3][C:2]([C:25]2[CH:26]=[C:27]3[C:22](=[CH:23][CH:24]=2)[N:21]=[CH:20][N:19]=[C:18]3[N:17]([C:10]([O:12][C:13]([CH3:16])([CH3:15])[CH3:14])=[O:11])[C:37]([O:39][C:40]([CH3:41])([CH3:42])[CH3:43])=[O:38])=[CH:6][CH:5]=1)([O-:9])=[O:8]. (2) Given the reactants [Br:1][C:2]1[NH:3][C:4]([C:8]([O:10][CH2:11][CH3:12])=[O:9])=[C:5]([CH3:7])[N:6]=1.C(=O)([O-])[O-].[K+].[K+].Cl[CH2:20][C:21]1[C:30]2[C:25](=[CH:26][CH:27]=[CH:28][CH:29]=2)[CH:24]=[CH:23][CH:22]=1.O, predict the reaction product. The product is: [Br:1][C:2]1[N:3]([CH2:20][C:21]2[C:30]3[C:25](=[CH:26][CH:27]=[CH:28][CH:29]=3)[CH:24]=[CH:23][CH:22]=2)[C:4]([C:8]([O:10][CH2:11][CH3:12])=[O:9])=[C:5]([CH3:7])[N:6]=1. (3) The product is: [Cl:1][C:2]1[N:3]=[CH:4][C:5]([C:8]([Cl:14])=[O:10])=[N:6][CH:7]=1. Given the reactants [Cl:1][C:2]1[N:3]=[CH:4][C:5]([C:8]([OH:10])=O)=[N:6][CH:7]=1.C(Cl)(=O)C([Cl:14])=O, predict the reaction product. (4) The product is: [C:1]([NH:5][C:6]1[N:14]=[CH:13][CH:12]=[CH:11][C:7]=1[C:8]([NH:50][C:46]([CH3:47])([C:48]#[CH:49])[CH3:45])=[O:10])([CH3:2])([CH3:3])[CH3:4]. Given the reactants [C:1]([NH:5][C:6]1[N:14]=[CH:13][CH:12]=[CH:11][C:7]=1[C:8]([OH:10])=O)([CH3:4])([CH3:3])[CH3:2].CCN=C=NCCCN(C)C.C1C=CC2N(O)N=NC=2C=1.CCN(C(C)C)C(C)C.[CH3:45][C:46]([NH2:50])([C:48]#[CH:49])[CH3:47], predict the reaction product. (5) Given the reactants [Br:1][C:2]1[CH:3]=[C:4]([C:7](=O)[CH:8]=[CH:9][N:10](C)C)[S:5][CH:6]=1.O.[NH2:15]N, predict the reaction product. The product is: [Br:1][C:2]1[CH:3]=[C:4]([C:7]2[CH:8]=[CH:9][NH:10][N:15]=2)[S:5][CH:6]=1. (6) Given the reactants [Si]([O:8][CH2:9][CH2:10][CH2:11][N:12]1[C:21](=[O:22])[C:20]2[C:15](=[CH:16][CH:17]=[C:18]([O:31][C:32]([F:35])([F:34])[F:33])[C:19]=2[CH:23](O)[C:24]2[CH:29]=[CH:28][CH:27]=[CH:26][CH:25]=2)[N:14]([CH3:36])[C:13]1=[O:37])(C(C)(C)C)(C)C.[SiH](CC)(CC)CC.[C:45](O)([C:47]([F:50])([F:49])[F:48])=[O:46], predict the reaction product. The product is: [F:48][C:47]([F:50])([F:49])[C:45]([O:8][CH2:9][CH2:10][CH2:11][N:12]1[C:21](=[O:22])[C:20]2[C:15](=[CH:16][CH:17]=[C:18]([O:31][C:32]([F:34])([F:35])[F:33])[C:19]=2[CH2:23][C:24]2[CH:25]=[CH:26][CH:27]=[CH:28][CH:29]=2)[N:14]([CH3:36])[C:13]1=[O:37])=[O:46]. (7) Given the reactants [CH3:1][O:2][C:3]1[CH:8]=[CH:7][CH:6]=[C:5]([O:9][CH3:10])[C:4]=1[CH:11]1[NH:16][C:15](=[O:17])[CH2:14][CH2:13][CH2:12]1.Cl[CH2:19][C:20]1[CH:28]=[CH:27][C:23]2[O:24][CH2:25][O:26][C:22]=2[CH:21]=1, predict the reaction product. The product is: [O:24]1[C:23]2[CH:27]=[CH:28][C:20]([CH2:19][N:16]3[CH:11]([C:4]4[C:5]([O:9][CH3:10])=[CH:6][CH:7]=[CH:8][C:3]=4[O:2][CH3:1])[CH2:12][CH2:13][CH2:14][C:15]3=[O:17])=[CH:21][C:22]=2[O:26][CH2:25]1. (8) Given the reactants [NH2:1][C@@H:2]1[CH2:7][CH2:6][CH2:5][N:4]([C:8]2[C:13]([Br:14])=[CH:12][N:11]=[C:10]3[NH:15][CH:16]=[C:17]([NH:18][C:19]([CH:21]4[CH2:23][CH2:22]4)=[O:20])[C:9]=23)[CH2:3]1.[O:24]1[CH2:29][CH2:28][O:27][CH2:26][CH2:25]1, predict the reaction product. The product is: [O:24]1[CH2:29][CH2:28][O:27][CH2:26][CH2:25]1.[NH2:1][C@@H:2]1[CH2:7][CH2:6][CH2:5][N:4]([C:8]2[C:13]([Br:14])=[CH:12][N:11]=[C:10]3[NH:15][CH:16]=[C:17]([NH:18][C:19]([CH:21]4[CH2:22][CH2:23]4)=[O:20])[C:9]=23)[CH2:3]1.